Dataset: Forward reaction prediction with 1.9M reactions from USPTO patents (1976-2016). Task: Predict the product of the given reaction. Given the reactants N1(C([O-])=O)CCCCC1.[F:10][C:11]1[CH:16]=[CH:15][C:14]([C:17]2([CH2:30][O:31][CH:32]([C:34]3[C:42]4[C:38](=[CH:39][N:40](COCC[Si](C)(C)C)[N:41]=4)[CH:37]=[C:36]([C:51]([F:54])([F:53])[F:52])[CH:35]=3)[CH3:33])[CH2:22][CH2:21][N:20]([C:23]([O:25][C:26]([CH3:29])([CH3:28])[CH3:27])=[O:24])[CH2:19][CH2:18]2)=[CH:13][CH:12]=1.C(OC(OC(C)(C)C)=O)(OC(C)(C)C)=O.CCO, predict the reaction product. The product is: [F:10][C:11]1[CH:16]=[CH:15][C:14]([C:17]2([CH2:30][O:31][CH:32]([C:34]3[CH:35]=[C:36]([C:51]([F:52])([F:53])[F:54])[CH:37]=[C:38]4[C:42]=3[NH:41][N:40]=[CH:39]4)[CH3:33])[CH2:18][CH2:19][N:20]([C:23]([O:25][C:26]([CH3:28])([CH3:27])[CH3:29])=[O:24])[CH2:21][CH2:22]2)=[CH:13][CH:12]=1.